Dataset: Reaction yield outcomes from USPTO patents with 853,638 reactions. Task: Predict the reaction yield, written as a fraction of the theoretical maximum amount of product (1.0 means a 100% yield; for example, 0.34 means a 34% yield). (1) The reactants are [C:1]([C:5]1[CH:10]=[CH:9][C:8]([N+:11]([O-:13])=[O:12])=[CH:7][C:6]=1[OH:14])([CH3:4])([CH3:3])[CH3:2].[C:15]([O-])([O-])=O.[K+].[K+].CI. The catalyst is CN(C=O)C.O. The product is [C:1]([C:5]1[CH:10]=[CH:9][C:8]([N+:11]([O-:13])=[O:12])=[CH:7][C:6]=1[O:14][CH3:15])([CH3:4])([CH3:2])[CH3:3]. The yield is 0.760. (2) The reactants are C[O:2][C:3](=[O:13])[CH:4]([C:6]1[CH:11]=[CH:10][C:9]([Br:12])=[CH:8][CH:7]=1)[OH:5].[C:14]1([OH:20])[CH:19]=[CH:18][CH:17]=[CH:16][CH:15]=1.[NH2:21][C:22]1[S:23][CH:24]=[CH:25][N:26]=1. The catalyst is C1COCC1. The product is [O:5]([CH:4]([C:6]1[CH:11]=[CH:10][C:9]([Br:12])=[CH:8][CH:7]=1)[C:3]([OH:2])=[O:13])[C:14]1[CH:19]=[CH:18][CH:17]=[CH:16][CH:15]=1.[Br:12][C:9]1[CH:8]=[CH:7][C:6]([CH:4]([O:20][C:14]2[CH:19]=[CH:18][CH:17]=[CH:16][CH:15]=2)[C:3]([NH:21][C:22]2[S:23][CH:24]=[CH:25][N:26]=2)=[O:13])=[CH:11][CH:10]=1. The yield is 0.520. (3) The reactants are [Cl:1][C:2]1[C:10]2[N:9]=[C:8]3[N:11]([C:15]4[CH:20]=[CH:19][C:18]([Cl:21])=[CH:17][C:16]=4[Cl:22])[CH2:12][CH2:13][CH2:14][N:7]3[C:6]=2[C:5](/[CH:23]=[CH:24]/[C:25]([O:27][CH2:28][CH3:29])=[O:26])=[CH:4][CH:3]=1.[CH2:30]([Mg]Br)[CH3:31].[Cl-].[NH4+]. The catalyst is [Cu]I. The product is [Cl:1][C:2]1[C:10]2[N:9]=[C:8]3[N:11]([C:15]4[CH:20]=[CH:19][C:18]([Cl:21])=[CH:17][C:16]=4[Cl:22])[CH2:12][CH2:13][CH2:14][N:7]3[C:6]=2[C:5]([CH:23]([CH2:30][CH3:31])[CH2:24][C:25]([O:27][CH2:28][CH3:29])=[O:26])=[CH:4][CH:3]=1. The yield is 0.590.